Dataset: Forward reaction prediction with 1.9M reactions from USPTO patents (1976-2016). Task: Predict the product of the given reaction. (1) Given the reactants C(OP([CH2:9][C:10]([O:12][CH2:13][CH3:14])=[O:11])(OCC)=O)C.[H-].[Na+].[CH:17]([C:19]1[CH:20]=[C:21]2[C:26](=[CH:27][CH:28]=1)[C:25](=[O:29])[N:24]([CH2:30][CH:31]([CH3:33])[CH3:32])[C:23]([CH2:34][NH:35][C:36](=[O:42])[O:37][C:38]([CH3:41])([CH3:40])[CH3:39])=[C:22]2[C:43]1[CH:48]=[CH:47][CH:46]=[CH:45][CH:44]=1)=O.O, predict the reaction product. The product is: [C:38]([O:37][C:36]([NH:35][CH2:34][C:23]1[N:24]([CH2:30][CH:31]([CH3:33])[CH3:32])[C:25](=[O:29])[C:26]2[C:21]([C:22]=1[C:43]1[CH:44]=[CH:45][CH:46]=[CH:47][CH:48]=1)=[CH:20][C:19](/[CH:17]=[CH:9]/[C:10]([O:12][CH2:13][CH3:14])=[O:11])=[CH:28][CH:27]=2)=[O:42])([CH3:41])([CH3:40])[CH3:39]. (2) Given the reactants Cl[C:2]1[CH:38]=[CH:37][C:5]([C:6]([NH:8][C:9]2[CH:14]=[C:13]([C:15]([N:17]3[CH2:22][CH2:21][CH:20]([C:23]4[CH:28]=[CH:27][C:26]([C:29]5[CH:30]=[N:31][N:32]([CH3:34])[CH:33]=5)=[CH:25][CH:24]=4)[CH2:19][CH2:18]3)=[O:16])[CH:12]=[CH:11][C:10]=2[CH2:35][CH3:36])=[O:7])=[CH:4][N:3]=1.[CH:39]([NH2:42])([CH3:41])[CH3:40], predict the reaction product. The product is: [CH2:35]([C:10]1[CH:11]=[CH:12][C:13]([C:15]([N:17]2[CH2:22][CH2:21][CH:20]([C:23]3[CH:24]=[CH:25][C:26]([C:29]4[CH:30]=[N:31][N:32]([CH3:34])[CH:33]=4)=[CH:27][CH:28]=3)[CH2:19][CH2:18]2)=[O:16])=[CH:14][C:9]=1[NH:8][C:6](=[O:7])[C:5]1[CH:37]=[CH:38][C:2]([NH:42][CH:39]([CH3:41])[CH3:40])=[N:3][CH:4]=1)[CH3:36]. (3) The product is: [C:7]([C:1]1[CH:6]=[CH:5][CH:4]=[CH:3][CH:2]=1)(=[O:8])[CH3:11]. Given the reactants [C:1]1([CH2:7][OH:8])[CH:6]=[CH:5][CH:4]=[CH:3][CH:2]=1.O=O.[CH:11](=O)C1C=CC=CC=1, predict the reaction product.